The task is: Predict the product of the given reaction.. This data is from Forward reaction prediction with 1.9M reactions from USPTO patents (1976-2016). (1) Given the reactants [CH2:1]([O:8][CH2:9][C:10]1[C:11]([O:24][CH3:25])=[N:12][CH:13]=[CH:14][C:15]=1[C:16]1([CH2:22][CH3:23])OCCC[O:17]1)[C:2]1[CH:7]=[CH:6][CH:5]=[CH:4][CH:3]=1.O.C1(C)C=CC(S(O)(=O)=O)=CC=1.CCCCCCC, predict the reaction product. The product is: [CH2:1]([O:8][CH2:9][C:10]1[C:11]([O:24][CH3:25])=[N:12][CH:13]=[CH:14][C:15]=1[C:16](=[O:17])[CH2:22][CH3:23])[C:2]1[CH:3]=[CH:4][CH:5]=[CH:6][CH:7]=1. (2) Given the reactants [C:1]([CH2:3][C:4]1([N:17]2[CH:21]=[C:20]([C:22]3[C:23]4[CH:30]=[CH:29][N:28](COCC[Si](C)(C)C)[C:24]=4[N:25]=[CH:26][N:27]=3)[CH:19]=[N:18]2)[CH2:9][CH2:8][N:7](C(OC(C)(C)C)=O)[CH2:6][CH2:5]1)#[N:2].C(O)(C(F)(F)F)=O, predict the reaction product. The product is: [N:25]1[C:24]2[NH:28][CH:29]=[CH:30][C:23]=2[C:22]([C:20]2[CH:19]=[N:18][N:17]([C:4]3([CH2:3][C:1]#[N:2])[CH2:5][CH2:6][NH:7][CH2:8][CH2:9]3)[CH:21]=2)=[N:27][CH:26]=1. (3) Given the reactants [CH:1]1[C:11]2[CH2:10][CH2:9][C:8]3[CH:12]=[CH:13][CH:14]=[CH:15][C:7]=3[C:6](=[CH:16][CH:17]=O)[C:5]=2[CH:4]=[CH:3][CH:2]=1.[F:19][C:20]1[CH:25]=[CH:24][C:23]([C@H:26]([NH2:28])[CH3:27])=[CH:22][CH:21]=1.[BH-](OC(C)=O)(OC(C)=O)OC(C)=O.[Na+].[OH-].[Na+], predict the reaction product. The product is: [CH:1]1[C:11]2[CH2:10][CH2:9][C:8]3[CH:12]=[CH:13][CH:14]=[CH:15][C:7]=3[C:6](=[CH:16][CH2:17][NH:28][C@@H:26]([C:23]3[CH:24]=[CH:25][C:20]([F:19])=[CH:21][CH:22]=3)[CH3:27])[C:5]=2[CH:4]=[CH:3][CH:2]=1. (4) Given the reactants [C:1]([N:3]1[CH2:8][CH2:7][CH:6]([N:9]([CH3:25])[C:10]([N:12]2[CH:16]=[C:15]([C:17]3[CH:22]=[CH:21][C:20]([O:23][CH3:24])=[CH:19][CH:18]=3)[N:14]=[CH:13]2)=[O:11])[CH2:5][CH2:4]1)#[N:2].C([Sn](CCCC)=O)CCC.[N:36]([Si](C)(C)C)=[N+:37]=[N-:38], predict the reaction product. The product is: [N:2]1[NH:36][N:37]=[N:38][C:1]=1[N:3]1[CH2:8][CH2:7][CH:6]([N:9]([CH3:25])[C:10]([N:12]2[CH:16]=[C:15]([C:17]3[CH:18]=[CH:19][C:20]([O:23][CH3:24])=[CH:21][CH:22]=3)[N:14]=[CH:13]2)=[O:11])[CH2:5][CH2:4]1.